This data is from Forward reaction prediction with 1.9M reactions from USPTO patents (1976-2016). The task is: Predict the product of the given reaction. (1) The product is: [N+:23]([C:18]1[CH:17]=[CH:22][CH:21]=[CH:20][C:14]=1[NH:13][C:11]1[CH:10]=[CH:9][CH:8]=[C:7]2[C:12]=1[N:3]=[CH:4][CH:5]=[CH:6]2)([O-:25])=[O:24]. Given the reactants [H-].[Na+].[N:3]1[C:12]2[C:7](=[CH:8][CH:9]=[CH:10][C:11]=2[NH:13][CH:14]=O)[CH:6]=[CH:5][CH:4]=1.Cl[C:17]1[CH:22]=[CH:21][CH:20]=C[C:18]=1[N+:23]([O-:25])=[O:24].O, predict the reaction product. (2) Given the reactants [CH2:1]([N:8]([CH2:19][C:20]1[CH:28]=[CH:27][C:23]([N:24]([CH3:26])[CH3:25])=[CH:22][CH:21]=1)[CH2:9][C:10]1[CH:15]=[CH:14][C:13]([N:16]([CH3:18])[CH3:17])=[CH:12][CH:11]=1)[C:2]1[CH:7]=[CH:6][CH:5]=[CH:4][CH:3]=1.[CH3:29][S:30]([OH:33])(=[O:32])=[O:31], predict the reaction product. The product is: [CH3:29][S:30]([O-:33])(=[O:32])=[O:31].[CH2:1]([NH+:8]([CH2:9][C:10]1[CH:15]=[CH:14][C:13]([N:16]([CH3:18])[CH3:17])=[CH:12][CH:11]=1)[CH2:19][C:20]1[CH:28]=[CH:27][C:23]([N:24]([CH3:26])[CH3:25])=[CH:22][CH:21]=1)[C:2]1[CH:3]=[CH:4][CH:5]=[CH:6][CH:7]=1. (3) Given the reactants [CH3:1][C:2]1[CH:6]=[C:5]([CH3:7])[NH:4][N:3]=1.[H-].[Na+].Cl[C:11]1[N:16]=[C:15]([NH:17][C:18]2[CH:23]=[CH:22][C:21]([Cl:24])=[CH:20][CH:19]=2)[C:14]([N+:25]([O-:27])=[O:26])=[C:13]([NH:28][CH3:29])[CH:12]=1.O, predict the reaction product. The product is: [Cl:24][C:21]1[CH:20]=[CH:19][C:18]([NH:17][C:15]2[C:14]([N+:25]([O-:27])=[O:26])=[C:13]([NH:28][CH3:29])[CH:12]=[C:11]([N:3]3[C:2]([CH3:1])=[CH:6][C:5]([CH3:7])=[N:4]3)[N:16]=2)=[CH:23][CH:22]=1. (4) Given the reactants [F:1][C:2]1[C:3]([C:13]#[N:14])=[CH:4][C:5]2[C:10]([CH:11]=1)=[C:9]([OH:12])[CH:8]=[CH:7][CH:6]=2.N1C=CC=CC=1.[O:21](S(C(F)(F)F)(=O)=O)[S:22]([C:25]([F:28])([F:27])[F:26])(=O)=[O:23], predict the reaction product. The product is: [F:26][C:25]([F:28])([F:27])[S:22]([O:12][C:9]1[C:10]2[C:5](=[CH:4][C:3]([C:13]#[N:14])=[C:2]([F:1])[CH:11]=2)[CH:6]=[CH:7][CH:8]=1)(=[O:23])=[O:21]. (5) The product is: [Cl:25][C:22]1[CH:23]=[CH:24][C:19]([C:13]2[C:12]([CH2:11][O:10][C:7]3[CH:8]=[CH:9][C:4]([C:3]([OH:26])=[O:2])=[CH:5][N:6]=3)=[C:16]([CH2:17][OH:18])[O:15][N:14]=2)=[CH:20][CH:21]=1. Given the reactants C[O:2][C:3](=[O:26])[C:4]1[CH:9]=[CH:8][C:7]([O:10][CH2:11][C:12]2[C:13]([C:19]3[CH:24]=[CH:23][C:22]([Cl:25])=[CH:21][CH:20]=3)=[N:14][O:15][C:16]=2[CH2:17][OH:18])=[N:6][CH:5]=1.O.[OH-].[Li+].Cl, predict the reaction product. (6) The product is: [ClH:16].[Cl:16][C:13]1[CH:14]=[CH:15][C:10]([C@@H:9]2[O:8][CH2:7][CH2:6][NH:5][CH2:4][C@H:3]2[CH2:2][N:1]2[C:31](=[O:32])[C:30]3[C:29](=[CH:37][CH:36]=[CH:35][CH:34]=3)[N:28]=[C:25]2[CH3:26])=[CH:11][C:12]=1[F:17]. Given the reactants [NH2:1][CH2:2][C@H:3]1[C@H:9]([C:10]2[CH:15]=[CH:14][C:13]([Cl:16])=[C:12]([F:17])[CH:11]=2)[O:8][CH2:7][CH2:6][N:5](C(OC(C)(C)C)=O)[CH2:4]1.[C:25]([NH:28][C:29]1[CH:37]=[CH:36][CH:35]=[CH:34][C:30]=1[C:31](O)=[O:32])(=O)[CH3:26], predict the reaction product. (7) The product is: [Cl:40][C:25]1[C:26]([NH:28][C@@H:29]2[CH2:34][CH2:33][CH2:32][CH2:31][C@H:30]2[NH:35][S:36]([CH3:39])(=[O:38])=[O:37])=[N:27][C:22]([NH:20][C:4]2[CH:5]=[CH:6][C:7]3[CH2:13][CH:12]([N:14]4[CH2:19][CH2:18][O:17][CH2:16][CH2:15]4)[CH2:11][CH2:10][CH2:9][C:8]=3[C:3]=2[O:2][CH3:1])=[N:23][CH:24]=1. Given the reactants [CH3:1][O:2][C:3]1[C:8]2[CH2:9][CH2:10][CH2:11][CH:12]([N:14]3[CH2:19][CH2:18][O:17][CH2:16][CH2:15]3)[CH2:13][C:7]=2[CH:6]=[CH:5][C:4]=1[NH2:20].Cl[C:22]1[N:27]=[C:26]([NH:28][C@@H:29]2[CH2:34][CH2:33][CH2:32][CH2:31][C@H:30]2[NH:35][S:36]([CH3:39])(=[O:38])=[O:37])[C:25]([Cl:40])=[CH:24][N:23]=1, predict the reaction product. (8) Given the reactants ClCCCOC1C=C[C:9]([C:12]2O[CH:14]=[C:15]([CH:17]=O)[N:16]=2)=CC=1.CN1N=NC(N)=N1.C([BH3-])#N.Cl[CH2:30][CH2:31][CH2:32][O:33][C:34]1[CH:39]=[CH:38][C:37]([C:40]2[O:41][CH:42]=[C:43]([CH2:45][NH:46][C:47]3[N:48]=[N:49][N:50]([CH3:52])[N:51]=3)[N:44]=2)=[CH:36][CH:35]=1.CC1CCCN1.C(=O)([O-])[O-].[Na+].[Na+].[I-].[Na+], predict the reaction product. The product is: [CH3:52][N:50]1[N:49]=[N:48][C:47]([NH:46][CH2:45][C:43]2[N:44]=[C:40]([C:37]3[CH:38]=[CH:39][C:34]([O:33][CH2:32][CH2:31][CH2:30][N:16]4[CH2:12][CH2:9][CH2:17][CH:15]4[CH3:14])=[CH:35][CH:36]=3)[O:41][CH:42]=2)=[N:51]1. (9) Given the reactants C1(P(C2C=CC=CC=2)C2C=CC=CC=2)C=CC=CC=1.[Br:20]Br.O[CH2:23][CH2:24][C:25]1([OH:35])[CH2:34][CH2:33][C:32]2[C:27](=[CH:28][CH:29]=[CH:30][CH:31]=2)[CH2:26]1.C(N(CC)CC)C, predict the reaction product. The product is: [Br:20][CH2:23][CH2:24][C:25]1([OH:35])[CH2:34][CH2:33][C:32]2[C:27](=[CH:28][CH:29]=[CH:30][CH:31]=2)[CH2:26]1. (10) Given the reactants C(OC(=O)[NH:10][C:11]1[C:12]([C:25]([NH:27][C:28]2[CH:29]=[N:30][CH:31]=[CH:32][C:33]=2[N:34]2[CH2:39][CH2:38][CH2:37][C@H:36]([NH:40]C(OC(C)(C)C)=O)[CH2:35]2)=[O:26])=[N:13][C:14]2[C:19]([CH:20]=1)=[CH:18][CH:17]=[C:16]([C:21]([OH:24])([CH3:23])[CH3:22])[CH:15]=2)C1C=CC=CC=1.C(Cl)Cl.C(O)(C(F)(F)F)=O, predict the reaction product. The product is: [NH2:10][C:11]1[C:12]([C:25]([NH:27][C:28]2[CH:29]=[N:30][CH:31]=[CH:32][C:33]=2[N:34]2[CH2:39][CH2:38][CH2:37][C@H:36]([NH2:40])[CH2:35]2)=[O:26])=[N:13][C:14]2[C:19]([CH:20]=1)=[CH:18][CH:17]=[C:16]([C:21]([OH:24])([CH3:22])[CH3:23])[CH:15]=2.